This data is from Full USPTO retrosynthesis dataset with 1.9M reactions from patents (1976-2016). The task is: Predict the reactants needed to synthesize the given product. (1) Given the product [Cl:1][C:2]1[N:7]=[C:6]([NH2:8])[C:5]([NH2:9])=[CH:4][C:3]=1[C:16]1[CH:15]=[CH:14][CH:13]=[C:12]([Cl:11])[C:17]=1[Cl:18], predict the reactants needed to synthesize it. The reactants are: [Cl:1][C:2]1[N:7]=[C:6]([NH2:8])[C:5]([NH2:9])=[CH:4][C:3]=1I.[Cl:11][C:12]1[C:17]([Cl:18])=[CH:16][CH:15]=[CH:14][C:13]=1B(O)O.C(=O)([O-])[O-].[Na+].[Na+]. (2) Given the product [F:22][C:23]1[CH:28]=[CH:27][C:26]([N+:29]([O-:31])=[O:30])=[CH:25][C:24]=1[C:32]([CH3:36])([CH2:35][CH:1]=[CH2:2])[CH:33]=[O:34], predict the reactants needed to synthesize it. The reactants are: [C:1]1(P(C2C=CC=CC=2)C2C=CC=CC=2)C=CC=C[CH:2]=1.[Cl-].[Li+].[F:22][C:23]1[CH:28]=[CH:27][C:26]([N+:29]([O-:31])=[O:30])=[CH:25][C:24]=1[CH:32]([CH3:35])[CH:33]=[O:34].[CH2:36](O)C=C.C(N(CC)CC)C.C(B(CC)CC)C. (3) Given the product [CH3:1][C:2]1[CH:3]=[C:4]([C:17]2[S:21][C:20]([N:22]3[CH2:28][CH2:27][CH2:26][NH:25][C:24](=[O:29])[CH2:23]3)=[N:19][CH:18]=2)[CH:5]=[C:6]([NH:8][C:9]2[N:14]=[C:13]([S:15]([CH3:16])=[O:38])[CH:12]=[CH:11][N:10]=2)[CH:7]=1, predict the reactants needed to synthesize it. The reactants are: [CH3:1][C:2]1[CH:3]=[C:4]([C:17]2[S:21][C:20]([N:22]3[CH2:28][CH2:27][CH2:26][NH:25][C:24](=[O:29])[CH2:23]3)=[N:19][CH:18]=2)[CH:5]=[C:6]([NH:8][C:9]2[N:14]=[C:13]([S:15][CH3:16])[CH:12]=[CH:11][N:10]=2)[CH:7]=1.ClC1C=CC=C(C(OO)=[O:38])C=1. (4) Given the product [OH:41][CH2:40][CH2:39][N:38]([CH2:37][CH2:36][CH2:35][S:32]([CH2:31][CH2:30][CH2:29][C:28]([F:46])([F:27])[C:42]([F:43])([F:44])[F:45])(=[O:33])=[O:34])[CH2:2][CH2:3][CH2:4][CH2:5][CH2:6][CH2:7][C:8]1[C:14]2[CH:15]=[CH:16][C:17]([OH:19])=[CH:18][C:13]=2[CH2:12][CH2:11][CH2:10][C:9]=1[C:20]1[CH:25]=[CH:24][CH:23]=[C:22]([OH:26])[CH:21]=1, predict the reactants needed to synthesize it. The reactants are: Br[CH2:2][CH2:3][CH2:4][CH2:5][CH2:6][CH2:7][C:8]1[C:14]2[CH:15]=[CH:16][C:17]([OH:19])=[CH:18][C:13]=2[CH2:12][CH2:11][CH2:10][C:9]=1[C:20]1[CH:25]=[CH:24][CH:23]=[C:22]([OH:26])[CH:21]=1.[F:27][C:28]([F:46])([C:42]([F:45])([F:44])[F:43])[CH2:29][CH2:30][CH2:31][S:32]([CH2:35][CH2:36][CH2:37][NH:38][CH2:39][CH2:40][OH:41])(=[O:34])=[O:33]. (5) Given the product [F:26][C:20]1[CH:21]=[CH:22][CH:23]=[C:24]([F:25])[C:19]=1[N:14]1[C:4]2[N:5]=[C:6]([NH:8][CH2:9][CH2:10][N:11]([CH3:13])[CH3:12])[N:7]=[C:2]([C:42]3[CH:50]=[CH:49][C:45]([C:46]([OH:48])=[O:47])=[CH:44][CH:43]=3)[C:3]=2[CH2:17][NH:16][C:15]1=[O:18], predict the reactants needed to synthesize it. The reactants are: Cl[C:2]1[N:7]=[C:6]([NH:8][CH2:9][CH2:10][N:11]([CH3:13])[CH3:12])[N:5]=[C:4]2[N:14]([C:19]3[C:24]([F:25])=[CH:23][CH:22]=[CH:21][C:20]=3[F:26])[C:15](=[O:18])[NH:16][CH2:17][C:3]=12.O.C(=O)([O-])[O-].[K+].[K+].CC1(C)C(C)(C)OB([C:42]2[CH:50]=[CH:49][C:45]([C:46]([OH:48])=[O:47])=[CH:44][CH:43]=2)O1.